This data is from Peptide-MHC class II binding affinity with 134,281 pairs from IEDB. The task is: Regression. Given a peptide amino acid sequence and an MHC pseudo amino acid sequence, predict their binding affinity value. This is MHC class II binding data. (1) The peptide sequence is EQCGRQAGGKLCPNN. The MHC is HLA-DPA10301-DPB10402 with pseudo-sequence HLA-DPA10301-DPB10402. The binding affinity (normalized) is 0.0974. (2) The binding affinity (normalized) is 0.726. The peptide sequence is AFKVAATKANAAPAN. The MHC is DRB1_0802 with pseudo-sequence DRB1_0802.